From a dataset of Reaction yield outcomes from USPTO patents with 853,638 reactions. Predict the reaction yield, written as a fraction of the theoretical maximum amount of product (1.0 means a 100% yield; for example, 0.34 means a 34% yield). (1) The reactants are [Br:1][C:2]1[N:7]=[C:6]([CH:8]([OH:13])[CH2:9][CH2:10][CH2:11][CH3:12])[CH:5]=[CH:4][CH:3]=1.[C:14](OC=C)(=[O:16])[CH3:15]. The catalyst is C1CCCCC1. The product is [C:14]([O:13][C@@H:8]([C:6]1[CH:5]=[CH:4][CH:3]=[C:2]([Br:1])[N:7]=1)[CH2:9][CH2:10][CH2:11][CH3:12])(=[O:16])[CH3:15]. The yield is 0.630. (2) The reactants are [O:1]([CH2:8][CH2:9][OH:10])[C:2]1[CH:7]=[CH:6][CH:5]=[CH:4][CH:3]=1.[H-].[Na+].Br[CH2:14][CH3:15].CCOC(C)=O. The catalyst is C1COCC1. The product is [CH2:14]([O:10][CH2:9][CH2:8][O:1][C:2]1[CH:7]=[CH:6][CH:5]=[CH:4][CH:3]=1)[CH3:15]. The yield is 0.790. (3) The reactants are ClC(Cl)(Cl)C(Cl)(Cl)Cl.[C:9]([O:13][C:14]([N:16]1[CH2:20][CH2:19][CH2:18][C@H:17]1[C:21]([NH:23][NH:24][C:25]1[CH:30]=[CH:29][C:28]([F:31])=[CH:27][N:26]=1)=O)=[O:15])([CH3:12])([CH3:11])[CH3:10].C1(P(C2C=CC=CC=2)C2C=CC=CC=2)C=CC=CC=1.C(N(CC)CC)C. The catalyst is C1COCC1. The product is [C:9]([O:13][C:14]([N:16]1[CH2:20][CH2:19][CH2:18][C@H:17]1[C:21]1[N:26]2[CH:27]=[C:28]([F:31])[CH:29]=[CH:30][C:25]2=[N:24][N:23]=1)=[O:15])([CH3:12])([CH3:11])[CH3:10]. The yield is 0.770. (4) No catalyst specified. The product is [ClH:39].[CH3:26][O:25][C:22]1[CH:21]=[CH:20][C:19]([CH2:18][N:16]2[CH2:17][C:11]3[CH:10]=[C:9](/[CH:8]=[CH:7]/[C:6]([OH:30])=[O:5])[CH:29]=[N:28][C:12]=3[NH:13][C:14](=[O:27])[CH2:15]2)=[CH:24][CH:23]=1. The yield is 0.920. The reactants are C([O:5][C:6](=[O:30])/[CH:7]=[CH:8]/[C:9]1[CH:29]=[N:28][C:12]2[NH:13][C:14](=[O:27])[CH2:15][N:16]([CH2:18][C:19]3[CH:24]=[CH:23][C:22]([O:25][CH3:26])=[CH:21][CH:20]=3)[CH2:17][C:11]=2[CH:10]=1)(C)(C)C.C(O)(C(F)(F)F)=O.C(Cl)[Cl:39].